This data is from Forward reaction prediction with 1.9M reactions from USPTO patents (1976-2016). The task is: Predict the product of the given reaction. Given the reactants Br[C:2]1[CH:3]=[C:4]([NH:9][C:10]2[N:15]=[C:14]([C:16]([F:19])([F:18])[F:17])[CH:13]=[CH:12][N:11]=2)[CH:5]=[C:6]([CH3:8])[CH:7]=1.[CH2:20]([O:22][C:23]1[CH:24]=[C:25](B(O)O)[CH:26]=[CH:27][CH:28]=1)[CH3:21].C(=O)([O-])[O-].[Na+].[Na+].CC1CCCO1, predict the reaction product. The product is: [CH2:20]([O:22][C:23]1[CH:24]=[C:25]([C:2]2[CH:7]=[C:6]([CH3:8])[CH:5]=[C:4]([NH:9][C:10]3[N:15]=[C:14]([C:16]([F:18])([F:19])[F:17])[CH:13]=[CH:12][N:11]=3)[CH:3]=2)[CH:26]=[CH:27][CH:28]=1)[CH3:21].